This data is from Peptide-MHC class II binding affinity with 134,281 pairs from IEDB. The task is: Regression. Given a peptide amino acid sequence and an MHC pseudo amino acid sequence, predict their binding affinity value. This is MHC class II binding data. (1) The MHC is DRB3_0202 with pseudo-sequence DRB3_0202. The binding affinity (normalized) is 0. The peptide sequence is CAVVIIGVLHQNFKD. (2) The peptide sequence is SFDLELSWNLNGLQAY. The MHC is DRB1_1302 with pseudo-sequence DRB1_1302. The binding affinity (normalized) is 0.598.